Dataset: Reaction yield outcomes from USPTO patents with 853,638 reactions. Task: Predict the reaction yield, written as a fraction of the theoretical maximum amount of product (1.0 means a 100% yield; for example, 0.34 means a 34% yield). (1) The reactants are CN([C:4]([O:8][N:9]1N=NC2C=CC=C[C:10]1=2)=[N+](C)C)C.[B-](F)(F)(F)F.[F:23][C:24]1[N:32]=[CH:31][CH:30]=[CH:29][C:25]=1[C:26](O)=[O:27].Cl.CONC.C(N(C(C)C)CC)(C)C. The catalyst is ClCCl. The product is [F:23][C:24]1[N:32]=[CH:31][CH:30]=[CH:29][C:25]=1[C:26]([N:9]([O:8][CH3:4])[CH3:10])=[O:27]. The yield is 0.800. (2) The catalyst is CN(C=O)C.C(OCC)(=O)C. The reactants are [Cl:1][C:2]1[CH:10]=[C:9]2[C:5]([CH2:6][N:7]([C:12]3[C:13]([CH3:35])=[C:14]([C:18]4[C:30]5[C:29]6[C:24](=[CH:25][C:26]([OH:31])=[CH:27][CH:28]=6)[NH:23][C:22]=5[C:21]([C:32]([NH2:34])=[O:33])=[N:20][CH:19]=4)[CH:15]=[CH:16][CH:17]=3)[C:8]2=[O:11])=[CH:4][CH:3]=1.[C:36](=[O:39])([O-])[O-].[Cs+].[Cs+]. The yield is 0.109. The product is [Cl:1][C:2]1[CH:10]=[C:9]2[C:5]([CH2:6][N:7]([C:12]3[C:13]([CH3:35])=[C:14]([C:18]4[C:30]5[C:29]6[C:24](=[CH:25][C:26]([O:31][CH2:5][CH2:6][N:7]7[CH2:12][CH2:36][O:39][CH2:9][CH2:8]7)=[CH:27][CH:28]=6)[NH:23][C:22]=5[C:21]([C:32]([NH2:34])=[O:33])=[N:20][CH:19]=4)[CH:15]=[CH:16][CH:17]=3)[C:8]2=[O:11])=[CH:4][CH:3]=1. (3) The product is [N+:19]([C:14]1[C:13]([S:1][C:2]2[CH:3]=[CH:4][C:5]([C:6]([O:8][CH3:9])=[O:7])=[CH:10][CH:11]=2)=[CH:18][CH:17]=[CH:16][N:15]=1)([O-:21])=[O:20]. The yield is 0.841. The reactants are [SH:1][C:2]1[CH:11]=[CH:10][C:5]([C:6]([O:8][CH3:9])=[O:7])=[CH:4][CH:3]=1.Cl[C:13]1[C:14]([N+:19]([O-:21])=[O:20])=[N:15][CH:16]=[CH:17][CH:18]=1.C(=O)([O-])[O-].[Cs+].[Cs+]. The catalyst is CS(C)=O.O. (4) The reactants are [Br:1][C:2]1[C:3](F)=[C:4]2[C:10]([NH:11][C:12](=[O:14])[CH3:13])=[CH:9][NH:8][C:5]2=[N:6][CH:7]=1.CCN(C(C)C)C(C)C.[NH:25]1[CH2:29][CH2:28][C@H:27]([NH:30][C:31](=[O:37])[O:32][C:33]([CH3:36])([CH3:35])[CH3:34])[CH2:26]1. The catalyst is CCCCO. The product is [C:12]([NH:11][C:10]1[C:4]2[C:5](=[N:6][CH:7]=[C:2]([Br:1])[C:3]=2[N:25]2[CH2:29][CH2:28][C@H:27]([NH:30][C:31](=[O:37])[O:32][C:33]([CH3:35])([CH3:34])[CH3:36])[CH2:26]2)[NH:8][CH:9]=1)(=[O:14])[CH3:13]. The yield is 0.780. (5) The reactants are [OH:1][C:2]([CH3:8])([CH3:7])[C:3]([O:5][CH3:6])=[O:4].[H-].[Na+].[Br:11][C:12]1[CH:13]=[C:14]([CH:17]=[CH:18][CH:19]=1)[CH2:15]Br.[Cl-].[NH4+]. The catalyst is C1COCC1. The product is [Br:11][C:12]1[CH:13]=[C:14]([CH:17]=[CH:18][CH:19]=1)[CH2:15][O:1][C:2]([CH3:8])([CH3:7])[C:3]([O:5][CH3:6])=[O:4]. The yield is 0.520.